From a dataset of Reaction yield outcomes from USPTO patents with 853,638 reactions. Predict the reaction yield, written as a fraction of the theoretical maximum amount of product (1.0 means a 100% yield; for example, 0.34 means a 34% yield). (1) The reactants are [CH3:1][C:2]1[C:7]([CH3:8])=[CH:6][C:5]([CH3:9])=[CH:4][C:3]=1[OH:10].Br[CH2:12][C:13]([O:15][CH2:16][CH3:17])=[O:14]. No catalyst specified. The product is [CH3:1][C:2]1[C:7]([CH3:8])=[CH:6][C:5]([CH3:9])=[CH:4][C:3]=1[O:10][CH2:12][C:13]([O:15][CH2:16][CH3:17])=[O:14]. The yield is 1.00. (2) The reactants are [C:1]([O:5][C:6](=[O:18])[NH:7][C:8]1[CH:13]=[C:12]([N+:14]([O-])=O)[CH:11]=[CH:10][C:9]=1[F:17])([CH3:4])([CH3:3])[CH3:2].C(OC(N(C1C=C([N+]([O-])=O)C=CC=1F)C(OC(C)(C)C)=O)=O)(C)(C)C.O1CCCC1.C(=O)([O-])[O-].[K+].[K+]. The product is [C:1]([O:5][C:6](=[O:18])[NH:7][C:8]1[CH:13]=[C:12]([NH2:14])[CH:11]=[CH:10][C:9]=1[F:17])([CH3:4])([CH3:2])[CH3:3]. The catalyst is C(O)C.CO.[C].[Pd]. The yield is 0.630. (3) The reactants are [Cl:1][C:2]1[N:10]=[CH:9][C:8]([C:11]([F:14])([F:13])[F:12])=[CH:7][C:3]=1[C:4]([OH:6])=O.[F:15][C:16]1[CH:17]=[C:18]([NH2:23])[C:19]([NH2:22])=[CH:20][CH:21]=1.C1CCC(N=C=NC2CCCCC2)CC1. The catalyst is CN(C1C=CN=CC=1)C.C(Cl)Cl. The product is [NH2:22][C:19]1[CH:20]=[CH:21][C:16]([F:15])=[CH:17][C:18]=1[NH:23][C:4](=[O:6])[C:3]1[CH:7]=[C:8]([C:11]([F:14])([F:13])[F:12])[CH:9]=[N:10][C:2]=1[Cl:1]. The yield is 0.530. (4) The reactants are O.[NH2:2][NH2:3].[CH3:4][O:5][CH2:6][C:7]1[O:11][N:10]=[C:9]([C:12]([O:14]CC)=O)[CH:8]=1. The catalyst is CCO. The product is [CH3:4][O:5][CH2:6][C:7]1[O:11][N:10]=[C:9]([C:12]([NH:2][NH2:3])=[O:14])[CH:8]=1. The yield is 0.900. (5) The catalyst is CS(C)=O.O.[Cu-]=O. The reactants are [N:1]1[C:5]2[CH:6]=[CH:7][N:8]=[CH:9][C:4]=2[NH:3][CH:2]=1.Br[C:11]1[CH:16]=[CH:15][C:14]([F:17])=[CH:13][N:12]=1.OC1C=CC=C2C=1N=CC=C2.C([O-])([O-])=O.[Cs+].[Cs+]. The yield is 0.250. The product is [F:17][C:14]1[CH:15]=[CH:16][C:11]([N:1]2[C:5]3[CH:6]=[CH:7][N:8]=[CH:9][C:4]=3[N:3]=[CH:2]2)=[N:12][CH:13]=1. (6) The product is [Cl:23][C:24]1[CH:32]=[N:31][CH:30]=[C:29]([Cl:33])[C:25]=1[C:26]([NH:12][CH2:13][C:14]1[CH:19]=[CH:18][C:17]([CH2:20][CH2:21][OH:22])=[CH:16][CH:15]=1)=[O:27]. The reactants are CCN=C=NCCCN(C)C.[NH2:12][CH2:13][C:14]1[CH:19]=[CH:18][C:17]([CH2:20][CH2:21][OH:22])=[CH:16][CH:15]=1.[Cl:23][C:24]1[CH:32]=[N:31][CH:30]=[C:29]([Cl:33])[C:25]=1[C:26](O)=[O:27].ON1C2C=CC=CC=2N=N1.CN1CCOCC1. The yield is 0.440. The catalyst is CN(C=O)C. (7) The reactants are C[N:2]([CH:4]=[C:5]1[C:10](=O)[CH2:9][CH2:8][CH2:7][C:6]1=[O:12])C.[C:13]1([NH:19]N)[CH:18]=[CH:17][CH:16]=[CH:15][CH:14]=1. The catalyst is CO. The product is [C:13]1([N:19]2[C:10]3[CH2:9][CH2:8][CH2:7][C:6](=[O:12])[C:5]=3[CH:4]=[N:2]2)[CH:18]=[CH:17][CH:16]=[CH:15][CH:14]=1. The yield is 0.300.